Dataset: Catalyst prediction with 721,799 reactions and 888 catalyst types from USPTO. Task: Predict which catalyst facilitates the given reaction. (1) Reactant: [Cl:1][C:2]1[CH:3]=[CH:4][C:5]2[N:11]3[C:12]([CH:15]([CH3:17])[CH3:16])=[N:13][N:14]=[C:10]3[CH:9]([CH2:18][C:19]([N:21]3[CH2:26][CH2:25][CH2:24][CH:23]([C:27]([O:29]CC)=[O:28])[CH2:22]3)=[O:20])[O:8][CH:7]([C:32]3[CH:37]=[CH:36][CH:35]=[C:34]([O:38][CH3:39])[C:33]=3[O:40][CH3:41])[C:6]=2[CH:42]=1.Cl. Product: [Cl:1][C:2]1[CH:3]=[CH:4][C:5]2[N:11]3[C:12]([CH:15]([CH3:16])[CH3:17])=[N:13][N:14]=[C:10]3[CH:9]([CH2:18][C:19]([N:21]3[CH2:26][CH2:25][CH2:24][CH:23]([C:27]([OH:29])=[O:28])[CH2:22]3)=[O:20])[O:8][CH:7]([C:32]3[CH:37]=[CH:36][CH:35]=[C:34]([O:38][CH3:39])[C:33]=3[O:40][CH3:41])[C:6]=2[CH:42]=1. The catalyst class is: 12. (2) Reactant: [CH3:1][C:2]1[CH:7]=[CH:6][CH:5]=[C:4]([CH3:8])[C:3]=1[C:9]1[N:10]=[C:11]([NH:24][C:25]2[CH:30]=[CH:29][CH:28]=[CH:27][CH:26]=2)[C:12]([NH:15][C:16]2[CH:21]=[C:20]([CH3:22])[CH:19]=[C:18]([CH3:23])[CH:17]=2)=[N:13][CH:14]=1.[ClH:31]. Product: [Cl-:31].[CH3:22][C:20]1[CH:21]=[C:16]([CH:17]=[C:18]([CH3:23])[CH:19]=1)[NH:15][C:12]1[C:11]([NH2+:24][C:25]2[CH:26]=[CH:27][CH:28]=[CH:29][CH:30]=2)=[N:10][C:9]([C:3]2[C:2]([CH3:1])=[CH:7][CH:6]=[CH:5][C:4]=2[CH3:8])=[CH:14][N:13]=1. The catalyst class is: 6. (3) Reactant: [Cl:1][C:2]1[CH:7]=[C:6]([N+:8]([O-:10])=[O:9])[CH:5]=[CH:4][C:3]=1F.[F:12][C:13]([F:26])([F:25])[C:14]1[CH:15]=[CH:16][CH:17]=[C:18]2[C:23]=1[N:22]=[CH:21][CH:20]=[C:19]2[OH:24].C(=O)([O-])[O-].[K+].[K+]. Product: [Cl:1][C:2]1[CH:7]=[C:6]([N+:8]([O-:10])=[O:9])[CH:5]=[CH:4][C:3]=1[O:24][C:19]1[C:18]2[C:23](=[C:14]([C:13]([F:26])([F:12])[F:25])[CH:15]=[CH:16][CH:17]=2)[N:22]=[CH:21][CH:20]=1. The catalyst class is: 9. (4) Reactant: [Cl:1][C:2]1[CH:3]=[C:4]2[C:12](=[C:13]([NH:15][C:16]([CH:18]3[N:23]([CH2:24][C:25]([OH:27])=O)[CH2:22][C:21]([CH3:29])([CH3:28])[O:20][CH2:19]3)=[O:17])[CH:14]=1)[NH:11][C:10]1[CH:9]=[N:8][CH:7]=[CH:6][C:5]2=1.Cl.[NH2:31][C@H:32]1[CH2:37][CH2:36][C@H:35]([OH:38])[CH2:34][CH2:33]1.C(N(C(C)C)CC)(C)C.C(Cl)CCl. Product: [Cl:1][C:2]1[CH:3]=[C:4]2[C:12](=[C:13]([NH:15][C:16]([CH:18]3[CH2:19][O:20][C:21]([CH3:29])([CH3:28])[CH2:22][N:23]3[CH2:24][C:25](=[O:27])[NH:31][C@H:32]3[CH2:37][CH2:36][C@H:35]([OH:38])[CH2:34][CH2:33]3)=[O:17])[CH:14]=1)[NH:11][C:10]1[CH:9]=[N:8][CH:7]=[CH:6][C:5]2=1. The catalyst class is: 228. (5) Reactant: Cl.[NH2:2][C:3]1[CH:12]=[C:11]([C:13]2[C:22]3[C:17](=[CH:18][C:19]([O:28][CH2:29][CH3:30])=[C:20]4[O:25][C:24]([CH3:27])([CH3:26])[CH2:23][C:21]4=3)[CH2:16][C:15]([CH3:32])([CH3:31])[N:14]=2)[CH:10]=[CH:9][C:4]=1[C:5]([O:7][CH3:8])=[O:6].[CH3:33][S:34](Cl)(=[O:36])=[O:35]. Product: [CH2:29]([O:28][C:19]1[CH:18]=[C:17]2[C:22](=[C:21]3[CH2:23][C:24]([CH3:27])([CH3:26])[O:25][C:20]=13)[C:13]([C:11]1[CH:10]=[CH:9][C:4]([C:5]([O:7][CH3:8])=[O:6])=[C:3]([NH:2][S:34]([CH3:33])(=[O:36])=[O:35])[CH:12]=1)=[N:14][C:15]([CH3:31])([CH3:32])[CH2:16]2)[CH3:30]. The catalyst class is: 17. (6) Reactant: [C:1]([O:5][C:6]([N:8]1[CH2:13][CH2:12][CH:11]([O:14][CH:15]([C:19]2[CH:24]=[CH:23][CH:22]=[C:21]([Br:25])[CH:20]=2)[C:16](O)=[O:17])[CH2:10][CH2:9]1)=[O:7])([CH3:4])([CH3:3])[CH3:2].[F:26][C:27]1[C:32]([F:33])=[C:31]([F:34])[CH:30]=[C:29]([NH2:35])[C:28]=1[NH2:36].[I-].ClC1C=CC=C[N+]=1C.C(N(C(C)C)CC)(C)C. Product: [C:1]([O:5][C:6]([N:8]1[CH2:13][CH2:12][CH:11]([O:14][CH:15]([C:16](=[O:17])[NH:36][C:28]2[C:29]([NH2:35])=[CH:30][C:31]([F:34])=[C:32]([F:33])[C:27]=2[F:26])[C:19]2[CH:24]=[CH:23][CH:22]=[C:21]([Br:25])[CH:20]=2)[CH2:10][CH2:9]1)=[O:7])([CH3:3])([CH3:2])[CH3:4]. The catalyst class is: 10. (7) Reactant: S(Cl)([Cl:3])=O.[F:5][C:6]1[CH:11]=[CH:10][C:9]([O:12][CH3:13])=[CH:8][C:7]=1[C:14]1[CH:19]=[CH:18][C:17]([CH2:20]O)=[CH:16][C:15]=1[CH2:22][N:23]1[CH2:28][CH2:27][CH2:26][CH2:25][CH2:24]1. Product: [Cl:3][CH2:20][C:17]1[CH:18]=[CH:19][C:14]([C:7]2[CH:8]=[C:9]([O:12][CH3:13])[CH:10]=[CH:11][C:6]=2[F:5])=[C:15]([CH2:22][N:23]2[CH2:28][CH2:27][CH2:26][CH2:25][CH2:24]2)[CH:16]=1. The catalyst class is: 2.